From a dataset of NCI-60 drug combinations with 297,098 pairs across 59 cell lines. Regression. Given two drug SMILES strings and cell line genomic features, predict the synergy score measuring deviation from expected non-interaction effect. (1) Drug 1: C(=O)(N)NO. Drug 2: CCC1(C2=C(COC1=O)C(=O)N3CC4=CC5=C(C=CC(=C5CN(C)C)O)N=C4C3=C2)O.Cl. Cell line: HS 578T. Synergy scores: CSS=11.0, Synergy_ZIP=-3.45, Synergy_Bliss=0.800, Synergy_Loewe=-12.4, Synergy_HSA=-1.91. (2) Drug 1: C1C(C(OC1N2C=NC3=C(N=C(N=C32)Cl)N)CO)O. Drug 2: CC1=C(C=C(C=C1)NC(=O)C2=CC=C(C=C2)CN3CCN(CC3)C)NC4=NC=CC(=N4)C5=CN=CC=C5. Cell line: M14. Synergy scores: CSS=24.9, Synergy_ZIP=3.29, Synergy_Bliss=5.10, Synergy_Loewe=-27.5, Synergy_HSA=-0.515. (3) Drug 1: CS(=O)(=O)CCNCC1=CC=C(O1)C2=CC3=C(C=C2)N=CN=C3NC4=CC(=C(C=C4)OCC5=CC(=CC=C5)F)Cl. Drug 2: C(CC(=O)O)C(=O)CN.Cl. Cell line: SNB-19. Synergy scores: CSS=9.57, Synergy_ZIP=1.51, Synergy_Bliss=2.62, Synergy_Loewe=-4.82, Synergy_HSA=2.94. (4) Drug 1: CCC1=C2CN3C(=CC4=C(C3=O)COC(=O)C4(CC)O)C2=NC5=C1C=C(C=C5)O. Drug 2: CNC(=O)C1=NC=CC(=C1)OC2=CC=C(C=C2)NC(=O)NC3=CC(=C(C=C3)Cl)C(F)(F)F. Cell line: M14. Synergy scores: CSS=15.1, Synergy_ZIP=-7.85, Synergy_Bliss=-0.479, Synergy_Loewe=-36.2, Synergy_HSA=-1.10.